From a dataset of Full USPTO retrosynthesis dataset with 1.9M reactions from patents (1976-2016). Predict the reactants needed to synthesize the given product. (1) The reactants are: [NH2:1][C:2]1[C:3](=[O:10])[C:4]([OH:9])=[CH:5][C:6](=[O:8])[CH:7]=1.C1C(C(O)=O)=C[C@@H](O)[C@@H](O)[C@@H]1N.P(OC[C@@H](O)[C@@H](O)C=O)(O)(O)=O.C(C(C(O)=O)=O)[C@@H](O)[C@H](O)[C@H](O)COP(O)(O)=O.P(OC[C@@H](O)[C@@H](O)[C@H](N)CC(=O)C(O)=O)(O)(O)=O.C=C(OP(O)(O)=O)C(O)=O.NC1C=C(C=C(O)C=1)C(O)=O.NC1C(O)=C(C=C(O)C=1)C(O)=O. Given the product [NH2:1][C:2]1[CH:7]=[C:6]([OH:8])[CH:5]=[C:4]([OH:9])[C:3]=1[OH:10], predict the reactants needed to synthesize it. (2) Given the product [F:15][C:12]([F:14])([F:13])[C:11]1[N:6]2[N:5]=[CH:4][C:3]([C:1]#[C:2][C:27]3[S:28][C:29]([S:32]([NH2:35])(=[O:34])=[O:33])=[CH:30][N:31]=3)=[C:7]2[N:8]=[C:9]([C:16]2[CH:21]=[CH:20][C:19]([C:22]([F:25])([F:24])[F:23])=[CH:18][CH:17]=2)[CH:10]=1, predict the reactants needed to synthesize it. The reactants are: [C:1]([C:3]1[CH:4]=[N:5][N:6]2[C:11]([C:12]([F:15])([F:14])[F:13])=[CH:10][C:9]([C:16]3[CH:21]=[CH:20][C:19]([C:22]([F:25])([F:24])[F:23])=[CH:18][CH:17]=3)=[N:8][C:7]=12)#[CH:2].Cl[C:27]1[S:28][C:29]([S:32]([NH2:35])(=[O:34])=[O:33])=[CH:30][N:31]=1. (3) Given the product [NH2:1][C:2]1[C:3]2[N:4]([C:8]([CH2:27][CH:28]3[CH2:33][CH2:32][N:31]([C:34](=[O:37])[CH2:35][N:39]([CH3:40])[CH3:38])[CH2:30][CH2:29]3)=[N:9][C:10]=2[C:11]2[CH:20]=[C:19]3[C:14]([CH:15]=[CH:16][C:17]([C:21]4[CH:26]=[CH:25][CH:24]=[CH:23][CH:22]=4)=[N:18]3)=[CH:13][CH:12]=2)[CH:5]=[CH:6][N:7]=1, predict the reactants needed to synthesize it. The reactants are: [NH2:1][C:2]1[C:3]2[N:4]([C:8]([CH2:27][CH:28]3[CH2:33][CH2:32][N:31]([C:34](=[O:37])[CH2:35]Cl)[CH2:30][CH2:29]3)=[N:9][C:10]=2[C:11]2[CH:20]=[C:19]3[C:14]([CH:15]=[CH:16][C:17]([C:21]4[CH:26]=[CH:25][CH:24]=[CH:23][CH:22]=4)=[N:18]3)=[CH:13][CH:12]=2)[CH:5]=[CH:6][N:7]=1.[CH3:38][NH:39][CH3:40]. (4) Given the product [Cl:26][C:13]1[CH:12]=[C:11]([C:8]2[CH:9]=[CH:10][C:4]3[O:3][CH:2]([CH3:1])[CH2:6][C:5]=3[CH:7]=2)[N:16]=[CH:15][N:14]=1, predict the reactants needed to synthesize it. The reactants are: [CH3:1][CH:2]1[CH2:6][C:5]2[CH:7]=[C:8]([C:11]3[N:16]=[CH:15][NH:14][C:13](=O)[CH:12]=3)[CH:9]=[CH:10][C:4]=2[O:3]1.C([O-])([O-])=O.[K+].[K+].O=P(Cl)(Cl)[Cl:26]. (5) Given the product [CH3:1][C:2]1[CH:12]=[C:11]([C:13]2[N:17]=[C:16]([C:18]3[S:25][C:24]([CH3:26])=[C:23]4[C:19]=3[CH2:20][C@H:21]3[C:27]([CH3:28])([CH3:29])[C@H:22]34)[O:15][N:14]=2)[CH:10]=[C:9]([CH3:30])[C:3]=1[O:4][CH2:5][CH2:6][CH2:7][O:8][S:41]([CH3:40])(=[O:43])=[O:42], predict the reactants needed to synthesize it. The reactants are: [CH3:1][C:2]1[CH:12]=[C:11]([C:13]2[N:17]=[C:16]([C:18]3[S:25][C:24]([CH3:26])=[C:23]4[C:19]=3[CH2:20][C@H:21]3[C:27]([CH3:29])([CH3:28])[C@H:22]34)[O:15][N:14]=2)[CH:10]=[C:9]([CH3:30])[C:3]=1[O:4][CH2:5][CH2:6][CH2:7][OH:8].CCN(C(C)C)C(C)C.[CH3:40][S:41](Cl)(=[O:43])=[O:42]. (6) Given the product [C:30]([O:34][C:35](=[O:38])[CH2:36][N:21]1[CH2:20][CH2:19][C:18]2[C:23](=[CH:24][CH:25]=[CH:26][C:17]=2[C:14]2[N:13]=[C:12]([C:9]3[CH:10]=[C:11]4[C:6](=[CH:7][CH:8]=3)[N:5]([CH:27]([CH3:29])[CH3:28])[N:4]=[C:3]4[Cl:2])[O:16][N:15]=2)[CH2:22]1)([CH3:33])([CH3:32])[CH3:31], predict the reactants needed to synthesize it. The reactants are: Cl.[Cl:2][C:3]1[C:11]2[C:6](=[CH:7][CH:8]=[C:9]([C:12]3[O:16][N:15]=[C:14]([C:17]4[CH:26]=[CH:25][CH:24]=[C:23]5[C:18]=4[CH2:19][CH2:20][NH:21][CH2:22]5)[N:13]=3)[CH:10]=2)[N:5]([CH:27]([CH3:29])[CH3:28])[N:4]=1.[C:30]([O:34][C:35](=[O:38])[CH2:36]Br)([CH3:33])([CH3:32])[CH3:31]. (7) The reactants are: [F:1][C:2]1[CH:7]=[CH:6][C:5]([N:8]2[CH2:13][CH2:12][NH:11][CH2:10][CH2:9]2)=[CH:4][C:3]=1[C:14]([F:17])([F:16])[F:15].Br[CH2:19][CH2:20][CH3:21]. Given the product [F:1][C:2]1[CH:7]=[CH:6][C:5]([N:8]2[CH2:13][CH2:12][N:11]([CH2:19][CH2:20][CH3:21])[CH2:10][CH2:9]2)=[CH:4][C:3]=1[C:14]([F:15])([F:17])[F:16], predict the reactants needed to synthesize it. (8) The reactants are: [OH:1][CH2:2][C:3]1[CH:12]=[CH:11][C:6]2[N:7]([CH3:10])[CH:8]=[N:9][C:5]=2[CH:4]=1. Given the product [CH3:10][N:7]1[C:6]2[CH:11]=[CH:12][C:3]([CH:2]=[O:1])=[CH:4][C:5]=2[N:9]=[CH:8]1, predict the reactants needed to synthesize it. (9) Given the product [C:8]([C:10]1[CH:11]=[C:12]([NH:16][CH:17]([C:33]2[CH:38]=[CH:37][CH:36]=[CH:35][CH:34]=2)[C:18]([NH:20][C:21]2[CH:26]=[CH:25][C:24]([N:27]3[CH2:28][CH2:29][O:30][CH2:31][CH2:32]3)=[CH:23][CH:22]=2)=[O:19])[CH:13]=[CH:14][CH:15]=1)(=[NH:7])[NH2:9].[CH3:38][C:33]([CH2:17][C:18]([CH2:3][C:2]([OH:5])=[O:4])=[O:19])=[O:1], predict the reactants needed to synthesize it. The reactants are: [OH2:1].[C:2]([OH:5])(=[O:4])[CH3:3].O[NH:7][C:8]([C:10]1[CH:11]=[C:12]([NH:16][CH:17]([C:33]2[CH:38]=[CH:37][CH:36]=[CH:35][CH:34]=2)[C:18]([NH:20][C:21]2[CH:26]=[CH:25][C:24]([N:27]3[CH2:32][CH2:31][O:30][CH2:29][CH2:28]3)=[CH:23][CH:22]=2)=[O:19])[CH:13]=[CH:14][CH:15]=1)=[NH:9].